From a dataset of hERG Central: cardiac toxicity at 1µM, 10µM, and general inhibition. Predict hERG channel inhibition at various concentrations. (1) The compound is CN(CC(=O)Nc1ccc(C#N)cc1)CC(=O)Nc1ccc(N2CCOCC2)cc1. Results: hERG_inhib (hERG inhibition (general)): blocker. (2) The drug is O=C(NC1CCCCC1)C(c1ccc2ncccc2c1)N(Cc1cccs1)C(=O)c1cccs1. Results: hERG_inhib (hERG inhibition (general)): blocker. (3) The compound is CSc1cccc(N2CCN(CCCNC(=S)Nc3ccc(F)cc3)CC2)c1. Results: hERG_inhib (hERG inhibition (general)): blocker. (4) The compound is CCCC[n+]1ccc(-c2nc3ccc([N+](=O)[O-])cc3[nH]2)cc1. Results: hERG_inhib (hERG inhibition (general)): blocker. (5) The drug is O=C(OCCCN1CCCCC1)c1ccc(O)cc1. Results: hERG_inhib (hERG inhibition (general)): blocker. (6) The compound is Cc1cccc(N(Cc2ccccc2)C(=O)CSC(C)C(=O)Nc2cc(C)on2)c1. Results: hERG_inhib (hERG inhibition (general)): blocker. (7) The molecule is COC(=O)c1ccccc1NC(=O)C1CCN(C(=O)N2CCOc3ccccc32)CC1. Results: hERG_inhib (hERG inhibition (general)): blocker. (8) The compound is COc1cccc(CN(CC(=O)NCc2ccco2)C(=O)CNS(=O)(=O)c2ccccc2)c1. Results: hERG_inhib (hERG inhibition (general)): blocker.